The task is: Predict the reaction yield, written as a fraction of the theoretical maximum amount of product (1.0 means a 100% yield; for example, 0.34 means a 34% yield).. This data is from Reaction yield outcomes from USPTO patents with 853,638 reactions. (1) The reactants are I[C:2]1[N:7]=[N:6][C:5]([N:8]2[CH2:12][C:11]([CH3:14])([CH3:13])[N:10]([CH3:15])[C:9]2=[O:16])=[CH:4][CH:3]=1.[C:17]([C:19]1[CH:24]=[CH:23][CH:22]=[C:21]([CH3:25])[CH:20]=1)#[CH:18].C(N(CC)CC)C.C1(P(C2C=CC=CC=2)C2C=CC=CC=2)C=CC=CC=1. The catalyst is C1COCC1.C(OCC)(=O)C.C1C=CC(P(C2C=CC=CC=2)C2C=CC=CC=2)=CC=1.C1C=CC(P(C2C=CC=CC=2)C2C=CC=CC=2)=CC=1.Cl[Pd]Cl.[Cu]I. The product is [CH3:15][N:10]1[C:11]([CH3:14])([CH3:13])[CH2:12][N:8]([C:5]2[N:6]=[N:7][C:2]([C:18]#[C:17][C:19]3[CH:20]=[C:21]([CH3:25])[CH:22]=[CH:23][CH:24]=3)=[CH:3][CH:4]=2)[C:9]1=[O:16]. The yield is 0.250. (2) The reactants are [CH2:1]([NH:3][C:4]1[C:9]([CH2:10][C:11]2[CH:16]=[C:15]([O:17][CH3:18])[C:14]([O:19][CH3:20])=[CH:13][C:12]=2[CH:21]([CH3:23])[CH3:22])=[CH:8][N:7]=[C:6](S(C)(=O)=O)[N:5]=1)[CH3:2].[NH4+:28].[OH-]. The catalyst is C(COC)OC. The product is [CH2:1]([NH:3][C:4]1[C:9]([CH2:10][C:11]2[CH:16]=[C:15]([O:17][CH3:18])[C:14]([O:19][CH3:20])=[CH:13][C:12]=2[CH:21]([CH3:23])[CH3:22])=[CH:8][N:7]=[C:6]([NH2:28])[N:5]=1)[CH3:2]. The yield is 0.470. (3) The reactants are C(OC([N:11]1[CH2:16][CH2:15][CH:14]([C:17]2[O:18][C:19]([C:30]3[CH:35]=[CH:34][C:33]([O:36][CH3:37])=[CH:32][CH:31]=3)=[C:20]([C:22]3[CH:27]=[CH:26][C:25]([O:28][CH3:29])=[CH:24][CH:23]=3)[N:21]=2)[CH2:13][CH2:12]1)=O)C1C=CC=CC=1. The catalyst is C(O)C.[Pd]. The product is [CH3:29][O:28][C:25]1[CH:26]=[CH:27][C:22]([C:20]2[N:21]=[C:17]([CH:14]3[CH2:15][CH2:16][NH:11][CH2:12][CH2:13]3)[O:18][C:19]=2[C:30]2[CH:35]=[CH:34][C:33]([O:36][CH3:37])=[CH:32][CH:31]=2)=[CH:23][CH:24]=1. The yield is 0.990. (4) The reactants are [CH2:1]([N:7]1[C:15]2[C:10](=[CH:11][CH:12]=[CH:13][CH:14]=2)[C:9]([CH2:26][C:27]([O-:29])=[O:28])([C:16]2[C:24](O)=[CH:23][C:19]3[O:20][CH2:21][O:22][C:18]=3[CH:17]=2)[C:8]1=[O:30])[CH2:2][CH2:3][CH2:4][CH2:5][CH3:6].[OH-].[Li+]. The catalyst is C1COCC1.O. The product is [CH2:1]([N:7]1[C:15]2[C:10](=[CH:11][CH:12]=[CH:13][CH:14]=2)[C:9]2([C:16]3[CH:17]=[C:18]4[O:22][CH2:21][O:20][C:19]4=[CH:23][C:24]=3[O:29][C:27](=[O:28])[CH2:26]2)[C:8]1=[O:30])[CH2:2][CH2:3][CH2:4][CH2:5][CH3:6]. The yield is 0.530. (5) The product is [CH3:52][C:14]1([CH3:13])[CH2:18][O:17][C:16]2([CH2:19][CH2:20][CH:21]([N:24]3[C:29](=[O:30])[C:28]([CH2:31][C:32]4[CH:37]=[CH:36][C:35]([C:38]5[CH:43]=[CH:42][CH:41]=[CH:40][C:39]=5[C:44]5[NH:3][C:4](=[O:7])[O:5][N:45]=5)=[CH:34][CH:33]=4)=[C:27]([CH2:46][CH2:47][CH3:48])[N:26]4[N:49]=[CH:50][N:51]=[C:25]34)[CH2:22][CH2:23]2)[O:15]1. The reactants are [Cl-].O[NH3+:3].[C:4](=[O:7])([O-])[OH:5].[Na+].CS(C)=O.[CH3:13][C:14]1([CH3:52])[CH2:18][O:17][C:16]2([CH2:23][CH2:22][CH:21]([N:24]3[C:29](=[O:30])[C:28]([CH2:31][C:32]4[CH:37]=[CH:36][C:35]([C:38]5[C:39]([C:44]#[N:45])=[CH:40][CH:41]=[CH:42][CH:43]=5)=[CH:34][CH:33]=4)=[C:27]([CH2:46][CH2:47][CH3:48])[N:26]4[N:49]=[CH:50][N:51]=[C:25]34)[CH2:20][CH2:19]2)[O:15]1. The yield is 0.470. The catalyst is C(OCC)(=O)C. (6) The reactants are C(Cl)(=O)C(Cl)=O.[CH3:7][N:8]1[CH2:13][CH2:12][CH:11]([C:14]([OH:16])=O)[CH2:10][CH2:9]1.[NH2:17][C:18]1[CH:19]=[N:20][CH:21]=[C:22]([Br:24])[CH:23]=1. The catalyst is CN(C=O)C.C(Cl)Cl. The product is [Br:24][C:22]1[CH:23]=[C:18]([NH:17][C:14]([CH:11]2[CH2:10][CH2:9][N:8]([CH3:7])[CH2:13][CH2:12]2)=[O:16])[CH:19]=[N:20][CH:21]=1. The yield is 0.430.